This data is from Experimentally validated miRNA-target interactions with 360,000+ pairs, plus equal number of negative samples. The task is: Binary Classification. Given a miRNA mature sequence and a target amino acid sequence, predict their likelihood of interaction. (1) The miRNA is mmu-miR-340-3p with sequence UCCGUCUCAGUUACUUUAUAGC. Result: 0 (no interaction). The protein sequence of the target gene is MAFVATQGATVVDQTTLMKKYLQFVAALTDVNTPDETKLKMMQEVSENFENVTSSPQYSTFLEHIIPRFLTFLQDGEVQFLQEKPAQQLRKLVLEIIHRIPTNEHLRPHTKNVLSVMFRFLETENEENVLICLRIIIELHKQFRPPITQEIHHFLDFVKQIYKELPKVVNRYFENPQVIPENTVPPPEMVGMITTIAVKVNPEREDSETRTHSIIPRGSLSLKVLAELPIIVVLMYQLYKLNIHNVVAEFVPLIMNTIAIQVSAQARQHKLYNKELYADFIAAQIKTLSFLAYIIRIYQE.... (2) The miRNA is hsa-miR-557 with sequence GUUUGCACGGGUGGGCCUUGUCU. The protein sequence of the target gene is MGKRDRVDRDKKKSKKRQYEEEEEDEDDIPGNESQEAVPSAAGKQVDESSTKVDEYGAKDYRQQMPLKGDHTSRPLWVAPDGHIFLEAFSPVYKYAQDFLVAIAEPVCRPTHVHEYKLTAYSLYAAVSVGLQTSDITEYLRKLSKTGVPDGIIQFIKLCTVSYGKVKLVLKHNRYFVESSHPDVIQHLLQDPVIRECRLRNAEGEATELITETFTSKSAISKTAAEGSGGPSTSQGVDAQATSDIPKDLFDFYEQMDKDEEEEEETQTVSFEVKQEMIEELQKRCICLEYPLLAEYDFRN.... Result: 0 (no interaction). (3) The miRNA is mmu-miR-2139 with sequence AGCUGCGCUGCUCCUGGUAACUGC. The protein sequence of the target gene is MYALALFASLLATALTSPVQDPKTCSGGSAVLCRDVKTAVDCGAVKHCQQMVWSKPTAKSLPCDICKTVVTEAGNLLKDNATQEEILHYLEKTCEWIHDSSLSASCKEVVDSYLPVILDMIKGEMSNPGEVCSALNLCQSLQEYLAEQNQKQLESNKIPEVDMARVVAPFMSNIPLLLYPQDHPRSQPQPKANEDVCQDCMKLVSDVQTAVKTNSSFIQGFVDHVKEDCDRLGPGVSDICKNYVDQYSEVCVQMLMHMQDQQPKEICVLAGFCNEVKRVPMKTLVPATETIKNILPALEM.... Result: 0 (no interaction).